From a dataset of Catalyst prediction with 721,799 reactions and 888 catalyst types from USPTO. Predict which catalyst facilitates the given reaction. (1) Reactant: [NH2:1][C:2]1[CH:27]=[CH:26][C:5]([CH2:6][N:7]([C@@H:18]2[CH2:24][CH2:23][CH2:22][CH2:21][NH:20][C:19]2=[O:25])[S:8]([C:11]2[CH:16]=[CH:15][C:14]([Cl:17])=[CH:13][CH:12]=2)(=[O:10])=[O:9])=[CH:4][CH:3]=1.CCN(C(C)C)C(C)C.[CH:37]1([C:40](Cl)=[O:41])[CH2:39][CH2:38]1. Product: [Cl:17][C:14]1[CH:13]=[CH:12][C:11]([S:8]([N:7]([CH2:6][C:5]2[CH:26]=[CH:27][C:2]([NH:1][C:40]([CH:37]3[CH2:39][CH2:38]3)=[O:41])=[CH:3][CH:4]=2)[C@@H:18]2[CH2:24][CH2:23][CH2:22][CH2:21][NH:20][C:19]2=[O:25])(=[O:10])=[O:9])=[CH:16][CH:15]=1. The catalyst class is: 2. (2) Reactant: [OH:1][C:2]1[CH:11]=[C:10]2[C:5]([CH2:6][CH2:7][CH:8]([C:12]([O:14][CH2:15][CH3:16])=[O:13])[O:9]2)=[CH:4][CH:3]=1.[Br:17][CH2:18][CH2:19]O.C1(P(C2C=CC=CC=2)C2C=CC=CC=2)C=CC=CC=1.N(C(OC(C)C)=O)=NC(OC(C)C)=O. Product: [Br:17][CH2:18][CH2:19][O:1][C:2]1[CH:11]=[C:10]2[C:5]([CH2:6][CH2:7][CH:8]([C:12]([O:14][CH2:15][CH3:16])=[O:13])[O:9]2)=[CH:4][CH:3]=1. The catalyst class is: 4. (3) Reactant: [CH2:1]([O:8][C:9]1[C:17]([CH:18]=[O:19])=[CH:16][CH:15]=[C:14]2[C:10]=1[CH:11]=[CH:12][N:13]2[CH3:20])[C:2]1[CH:7]=[CH:6][CH:5]=[CH:4][CH:3]=1.[CH2:21]([Mg]Cl)[CH2:22][CH3:23]. Product: [CH2:1]([O:8][C:9]1[C:17]([CH:18]([OH:19])[CH2:21][CH2:22][CH3:23])=[CH:16][CH:15]=[C:14]2[C:10]=1[CH:11]=[CH:12][N:13]2[CH3:20])[C:2]1[CH:3]=[CH:4][CH:5]=[CH:6][CH:7]=1. The catalyst class is: 1. (4) Reactant: [Br:1][C:2]1[C:3]([F:11])=[C:4]([CH:8]=[CH:9][CH:10]=1)[C:5](O)=[O:6]. Product: [Br:1][C:2]1[C:3]([F:11])=[C:4]([CH2:5][OH:6])[CH:8]=[CH:9][CH:10]=1. The catalyst class is: 1. (5) Reactant: [CH2:1]([N:4]1[C:12]2[C:7](=[CH:8][CH:9]=[C:10]([C:13]([O:15][CH3:16])=[O:14])[CH:11]=2)[C:6]([CH:17]2[CH2:22][CH2:21][CH2:20][CH2:19][CH2:18]2)=[C:5]1[C:23]1[CH:28]=[CH:27][CH:26]=[CH:25][C:24]=1[CH:29]=[CH2:30])C=C.CCN(CC)CC. Product: [CH:17]1([C:6]2[C:7]3[CH:8]=[CH:9][C:10]([C:13]([O:15][CH3:16])=[O:14])=[CH:11][C:12]=3[N:4]3[CH2:1][CH:30]=[CH:29][C:24]4[CH:25]=[CH:26][CH:27]=[CH:28][C:23]=4[C:5]=23)[CH2:22][CH2:21][CH2:20][CH2:19][CH2:18]1. The catalyst class is: 2. (6) Reactant: [F-].C([N+](CCCC)(CCCC)CCCC)CCC.[Si]([O:26][CH2:27][C:28]1[N:33]=[C:32]([N:34]2[CH2:39][CH2:38][O:37][CH2:36][CH2:35]2)[CH:31]=[CH:30][CH:29]=1)(C(C)(C)C)(C)C.O. Product: [N:34]1([C:32]2[N:33]=[C:28]([CH2:27][OH:26])[CH:29]=[CH:30][CH:31]=2)[CH2:35][CH2:36][O:37][CH2:38][CH2:39]1. The catalyst class is: 1. (7) Reactant: [C:1]1([C:7]2[CH:11]=[CH:10][NH:9][C:8]=2[C:12]([NH:14][NH:15][C:16]([O:18]C)=O)=[O:13])[CH:6]=[CH:5][CH:4]=[CH:3][CH:2]=1.[OH-].[K+].C(O)(=O)CC(CC(O)=O)(C(O)=O)O. Product: [C:1]1([C:7]2[CH:11]=[CH:10][N:9]3[C:8]=2[C:12](=[O:13])[NH:14][NH:15][C:16]3=[O:18])[CH:6]=[CH:5][CH:4]=[CH:3][CH:2]=1. The catalyst class is: 40. (8) Reactant: [NH2:1][C:2]1[C:3]([C:7]2[CH:12]=[CH:11][C:10]([N:13]3[CH2:18][CH2:17][N:16]([C:19]([O:21][C:22]([CH3:25])([CH3:24])[CH3:23])=[O:20])[CH2:15][CH2:14]3)=[CH:9][CH:8]=2)=[N:4][O:5][N:6]=1.Cl[C:27]([O:29][CH2:30][C:31]([Cl:34])([Cl:33])[Cl:32])=[O:28].[ClH:35]. Product: [Cl:32][C:31]([Cl:34])([Cl:33])[CH2:30][O:29][C:27]([N:1]([C:27]([O:29][CH2:30][C:31]([Cl:33])([Cl:32])[Cl:35])=[O:28])[C:2]1[C:3]([C:7]2[CH:8]=[CH:9][C:10]([N:13]3[CH2:14][CH2:15][N:16]([C:19]([O:21][C:22]([CH3:25])([CH3:24])[CH3:23])=[O:20])[CH2:17][CH2:18]3)=[CH:11][CH:12]=2)=[N:4][O:5][N:6]=1)=[O:28]. The catalyst class is: 864. (9) Reactant: [Cl:1][C:2]1[C:7]([C:8]2[C:12]([C:13](OC)=[O:14])=[C:11]([CH:17]([CH3:19])[CH3:18])[O:10][N:9]=2)=[C:6]([Cl:20])[CH:5]=[CH:4][N:3]=1.[H-].C([Al+]C(C)C)(C)C.C1(C)C=CC=CC=1.[C@H](O)(C([O-])=O)[C@@H](O)C([O-])=O.[Na+].[K+]. Product: [Cl:1][C:2]1[C:7]([C:8]2[C:12]([CH2:13][OH:14])=[C:11]([CH:17]([CH3:18])[CH3:19])[O:10][N:9]=2)=[C:6]([Cl:20])[CH:5]=[CH:4][N:3]=1. The catalyst class is: 1.